This data is from Ames mutagenicity test results for genotoxicity prediction. The task is: Regression/Classification. Given a drug SMILES string, predict its toxicity properties. Task type varies by dataset: regression for continuous values (e.g., LD50, hERG inhibition percentage) or binary classification for toxic/non-toxic outcomes (e.g., AMES mutagenicity, cardiotoxicity, hepatotoxicity). Dataset: ames. (1) The drug is Cc1ccccc1C=O. The result is 0 (non-mutagenic). (2) The drug is CN(C)c1cccc(O)c1. The result is 1 (mutagenic). (3) The molecule is C=C1CC(=CC)C(=O)OC2CCN3CC=C(COC(=O)C1(O)CO)C23. The result is 1 (mutagenic).